This data is from Full USPTO retrosynthesis dataset with 1.9M reactions from patents (1976-2016). The task is: Predict the reactants needed to synthesize the given product. (1) Given the product [Cl:1][C:2]1[CH:7]=[C:6]2[NH:8][C:9](=[O:31])[C:10]3([CH:15]([C:16]4[CH:21]=[C:20]([C:22]([F:34])=[O:23])[CH:19]=[C:18]([Cl:25])[CH:17]=4)[CH2:14][C:13](=[O:26])[NH:12][CH:11]3[C:27](=[CH2:30])[CH2:28][CH3:29])[C:5]2=[CH:4][CH:3]=1, predict the reactants needed to synthesize it. The reactants are: [Cl:1][C:2]1[CH:7]=[C:6]2[NH:8][C:9](=[O:31])[C:10]3([CH:15]([C:16]4[CH:21]=[C:20]([C:22](O)=[O:23])[CH:19]=[C:18]([Cl:25])[CH:17]=4)[CH2:14][C:13](=[O:26])[NH:12][CH:11]3[C:27](=[CH2:30])[CH2:28][CH3:29])[C:5]2=[CH:4][CH:3]=1.N1C(F)=NC(F)=NC=1[F:34].N1C=CC=CC=1. (2) Given the product [OH:1][C:2]([CH2:11][C:12]([C:14]1[CH:19]=[CH:18][C:17]([O:20][CH2:21][C:22]2[CH:27]=[CH:26][CH:25]=[CH:24][CH:23]=2)=[CH:16][CH:15]=1)=[O:13])([C:8]([O:10][CH2:29][CH3:30])=[O:9])[C:3]([O:5][CH2:6][CH3:7])=[O:4], predict the reactants needed to synthesize it. The reactants are: [O:1]=[C:2]([C:8]([O-:10])=[O:9])[C:3]([O:5][CH2:6][CH3:7])=[O:4].[CH3:11][C:12]([C:14]1[CH:19]=[CH:18][C:17]([O:20][CH2:21][C:22]2[CH:27]=[CH:26][CH:25]=[CH:24][CH:23]=2)=[CH:16][CH:15]=1)=[O:13].N1C=CC=[CH:30][CH:29]=1. (3) Given the product [OH:19][C:20]1[C:25]([N:1]2[CH:5]=[CH:4][CH:3]=[N:2]2)=[CH:24][C:23]([N+:27]([O-:29])=[O:28])=[CH:22][N:21]=1, predict the reactants needed to synthesize it. The reactants are: [NH:1]1[CH:5]=[CH:4][CH:3]=[N:2]1.C(=O)([O-])[O-].[Cs+].[Cs+].CN(C)CC(O)=O.[OH:19][C:20]1[C:25](I)=[CH:24][C:23]([N+:27]([O-:29])=[O:28])=[CH:22][N:21]=1. (4) Given the product [CH2:18]([O:17][CH:10]([O:14][CH2:15][CH3:16])[CH2:20][C:21](=[O:22])[CH3:23])[CH3:19], predict the reactants needed to synthesize it. The reactants are: B(F)(F)F.CCOCC.[CH:10]([O:17][CH2:18][CH3:19])([O:14][CH2:15][CH3:16])OCC.[CH3:20][C:21]([CH3:23])=[O:22].CCN(C(C)C)C(C)C.C([O-])(O)=O.[Na+].